This data is from Reaction yield outcomes from USPTO patents with 853,638 reactions. The task is: Predict the reaction yield, written as a fraction of the theoretical maximum amount of product (1.0 means a 100% yield; for example, 0.34 means a 34% yield). The reactants are [CH:1]1([C:4]2[CH:5]=[C:6]([OH:23])[CH:7]=[CH:8][C:9]=2[C:10]2[CH:15]=[CH:14][CH:13]=[C:12]([N:16]3C(C)=CC=C3C)[N:11]=2)[CH2:3][CH2:2]1.NO.Cl. The yield is 0.670. The catalyst is CCO. The product is [NH2:16][C:12]1[N:11]=[C:10]([C:9]2[CH:8]=[CH:7][C:6]([OH:23])=[CH:5][C:4]=2[CH:1]2[CH2:3][CH2:2]2)[CH:15]=[CH:14][CH:13]=1.